From a dataset of Forward reaction prediction with 1.9M reactions from USPTO patents (1976-2016). Predict the product of the given reaction. (1) Given the reactants P(N=[N+]=[N-])(=O)([O:9][C:10]1C=CC=CC=1)OC1C=CC=CC=1.[N:20]1[CH:25]=[CH:24][N:23]=[CH:22][C:21]=1C(O)=O.CC[N:31](C(C)C)C(C)C.[F:38][C:39]([F:60])([F:59])[CH:40]1[CH2:45][CH2:44][CH2:43][N:42]([C:46]2[CH:47]=[CH:48][C:49]3[N:56]4[CH2:57][C@H:52]([CH2:53][CH2:54][CH2:55]4)[NH:51][C:50]=3[N:58]=2)[CH2:41]1, predict the reaction product. The product is: [N:20]1[CH:25]=[CH:24][N:23]=[CH:22][C:21]=1[NH:31][C:10]([N:51]1[C@@H:52]2[CH2:57][N:56]([CH2:55][CH2:54][CH2:53]2)[C:49]2[CH:48]=[CH:47][C:46]([N:42]3[CH2:43][CH2:44][CH2:45][CH:40]([C:39]([F:38])([F:59])[F:60])[CH2:41]3)=[N:58][C:50]1=2)=[O:9]. (2) Given the reactants [CH2:1]([S:3]([NH:6][C@@H:7]([CH:21]([CH3:23])[CH3:22])[C:8]([NH:10][CH2:11][C:12]1[CH:17]=[CH:16][C:15]([OH:18])=[C:14]([O:19][CH3:20])[CH:13]=1)=[O:9])(=[O:5])=[O:4])[CH3:2].[Cl:24][C:25]1[CH:30]=[CH:29][C:28]([C:31]#[C:32][CH2:33]OS(C2C=CC(C)=CC=2)(=O)=O)=[CH:27][CH:26]=1.C[O-].[Na+].O, predict the reaction product. The product is: [Cl:24][C:25]1[CH:30]=[CH:29][C:28]([C:31]#[C:32][CH2:33][O:18][C:15]2[CH:16]=[CH:17][C:12]([CH2:11][NH:10][C:8](=[O:9])[C@@H:7]([NH:6][S:3]([CH2:1][CH3:2])(=[O:4])=[O:5])[CH:21]([CH3:22])[CH3:23])=[CH:13][C:14]=2[O:19][CH3:20])=[CH:27][CH:26]=1. (3) Given the reactants C(OC[C:6]1[C:7]([B:19]2[O:23]C(C)(C)[C:21](C)(C)[O:20]2)=[C:8]([CH2:12][CH2:13][CH2:14][C:15]([O:17]C)=[O:16])[CH:9]=[CH:10][CH:11]=1)(=O)C.[OH-].[Na+], predict the reaction product. The product is: [OH:23][B:19]1[C:7]2[C:8]([CH2:12][CH2:13][CH2:14][C:15]([OH:17])=[O:16])=[CH:9][CH:10]=[CH:11][C:6]=2[CH2:21][O:20]1. (4) Given the reactants [CH3:1][C:2]1[CH:6]=[C:5]([C:7]2[CH2:11][C:10]([C:16]3[CH:21]=[C:20]([Cl:22])[C:19]([Cl:23])=[C:18]([Cl:24])[CH:17]=3)([C:12]([F:15])([F:14])[F:13])[O:9][N:8]=2)[O:4][C:3]=1[CH:25]=O.[CH:27]1([C:30]([NH2:32])=[O:31])[CH2:29][CH2:28]1.FC(F)(F)C(O)=O.C([SiH](CC)CC)C, predict the reaction product. The product is: [CH3:1][C:2]1[CH:6]=[C:5]([C:7]2[CH2:11][C:10]([C:16]3[CH:17]=[C:18]([Cl:24])[C:19]([Cl:23])=[C:20]([Cl:22])[CH:21]=3)([C:12]([F:14])([F:13])[F:15])[O:9][N:8]=2)[O:4][C:3]=1[CH2:25][NH:32][C:30]([CH:27]1[CH2:29][CH2:28]1)=[O:31]. (5) Given the reactants [CH3:1][C:2]1[C:12]([CH3:13])=[CH:11][CH:10]=[CH:9][C:3]=1[O:4][CH2:5][C:6]([NH2:8])=[O:7].[O-:14]S(OOS([O-])(=O)=O)(=O)=O.[K+].[K+].CC#N, predict the reaction product. The product is: [CH:1]([C:2]1[C:12]([CH3:13])=[CH:11][CH:10]=[CH:9][C:3]=1[O:4][CH2:5][C:6]([NH2:8])=[O:7])=[O:14]. (6) Given the reactants [CH:1]([C:4]1[N:5]=[C:6]([CH2:9][CH2:10][C:11]2[CH:16]=[CH:15][N:14]=[C:13]([NH2:17])[CH:12]=2)[S:7][CH:8]=1)([CH3:3])[CH3:2].[CH2:18]([O:20][C:21]([CH2:23][O:24][C:25](=[C:31](OC)N(C)C)[C:26](OCC)=[O:27])=[O:22])[CH3:19], predict the reaction product. The product is: [CH:1]([C:4]1[N:5]=[C:6]([CH2:9][CH2:10][C:11]2[CH:16]=[CH:15][N:14]3[C:26](=[O:27])[C:25]([O:24][CH2:23][C:21]([O:20][CH2:18][CH3:19])=[O:22])=[CH:31][N:17]=[C:13]3[CH:12]=2)[S:7][CH:8]=1)([CH3:3])[CH3:2]. (7) Given the reactants [Cl:1][C:2]1[CH:7]=[CH:6][C:5]([S:8]([N:11]([CH2:24][C:25]2[CH:30]=[CH:29][C:28]([C:31](O)=[O:32])=[CH:27][CH:26]=2)[CH:12]([C:16]2[CH:21]=[C:20]([F:22])[CH:19]=[C:18]([F:23])[CH:17]=2)[C:13]([NH2:15])=[O:14])(=[O:10])=[O:9])=[CH:4][CH:3]=1.[CH3:34][C:35]#[N:36].F[P-](F)(F)(F)(F)F.C(N)C, predict the reaction product. The product is: [Cl:1][C:2]1[CH:7]=[CH:6][C:5]([S:8]([N:11]([CH2:24][C:25]2[CH:30]=[CH:29][C:28]([C:31]([NH:36][CH2:35][CH3:34])=[O:32])=[CH:27][CH:26]=2)[CH:12]([C:16]2[CH:17]=[C:18]([F:23])[CH:19]=[C:20]([F:22])[CH:21]=2)[C:13]([NH2:15])=[O:14])(=[O:9])=[O:10])=[CH:4][CH:3]=1. (8) Given the reactants O[C:2]1(/[CH:12]=[CH:13]/[C:14]([O:16][CH3:17])=[O:15])[CH2:7][C:6]([CH3:9])([CH3:8])[CH2:5][CH2:4][C:3]1([CH3:11])[CH3:10].C(OC(=O)C)(=O)C.C(Cl)(=O)C, predict the reaction product. The product is: [CH3:8][C:6]1([CH3:9])[CH2:5][CH2:4][C:3]([CH3:10])([CH3:11])[C:2](/[CH:12]=[CH:13]/[C:14]([O:16][CH3:17])=[O:15])=[CH:7]1. (9) Given the reactants [CH2:1]([C:3]1[O:4][C:5]2[CH:11]=[C:10]([C:12]([O:14][CH2:15][CH3:16])=[O:13])[CH:9]=[C:8]([OH:17])[C:6]=2[CH:7]=1)[CH3:2].I[C:19]1[CH:29]=[CH:28][C:22]([C:23]([N:25]([CH3:27])[CH3:26])=[O:24])=[CH:21][CH:20]=1.C([O-])([O-])=O.[Cs+].[Cs+], predict the reaction product. The product is: [CH3:26][N:25]([CH3:27])[C:23]([C:22]1[CH:28]=[CH:29][C:19]([O:17][C:8]2[C:6]3[CH:7]=[C:3]([CH2:1][CH3:2])[O:4][C:5]=3[CH:11]=[C:10]([C:12]([O:14][CH2:15][CH3:16])=[O:13])[CH:9]=2)=[CH:20][CH:21]=1)=[O:24].